Dataset: Reaction yield outcomes from USPTO patents with 853,638 reactions. Task: Predict the reaction yield, written as a fraction of the theoretical maximum amount of product (1.0 means a 100% yield; for example, 0.34 means a 34% yield). (1) The reactants are [NH2:1][C@H:2]1[CH2:7][CH2:6][C@H:5]([NH:8][C:9]2[CH:10]=[C:11]([N:28]([CH:38]3[CH2:40][CH2:39]3)CC3C=CC(OC)=CC=3)[C:12]3[N:13]([C:15]([C:18]([NH:20][C:21]4[CH:26]=[CH:25][N:24]=[C:23]([F:27])[CH:22]=4)=[O:19])=[CH:16][N:17]=3)[N:14]=2)[CH2:4][CH2:3]1. The catalyst is C(O)(C(F)(F)F)=O. The product is [NH2:1][C@H:2]1[CH2:3][CH2:4][C@H:5]([NH:8][C:9]2[CH:10]=[C:11]([NH:28][CH:38]3[CH2:39][CH2:40]3)[C:12]3[N:13]([C:15]([C:18]([NH:20][C:21]4[CH:26]=[CH:25][N:24]=[C:23]([F:27])[CH:22]=4)=[O:19])=[CH:16][N:17]=3)[N:14]=2)[CH2:6][CH2:7]1. The yield is 0.432. (2) The reactants are [CH3:1][O:2][CH2:3][CH2:4][N:5]1[C:9]([CH3:10])=[C:8]([CH3:11])[S:7][C:6]1=[NH:12].CCN(CC)CC.[CH3:20][C:21]1([CH3:33])[CH2:25][C:24]2[CH:26]=[CH:27][CH:28]=[C:29]([C:30](Cl)=[O:31])[C:23]=2[O:22]1. The catalyst is C1COCC1. The product is [CH3:1][O:2][CH2:3][CH2:4][N:5]1[C:9]([CH3:10])=[C:8]([CH3:11])[S:7]/[C:6]/1=[N:12]\[C:30]([C:29]1[C:23]2[O:22][C:21]([CH3:33])([CH3:20])[CH2:25][C:24]=2[CH:26]=[CH:27][CH:28]=1)=[O:31]. The yield is 0.530. (3) The reactants are [Cl:1][C:2]1[CH:7]=[CH:6][C:5]([S:8]([N:11]([CH2:20][C:21]2[CH:26]=[CH:25][C:24]([C:27]3[N:31]=[C:30]([CH2:32][O:33]C(=O)C)[O:29][N:28]=3)=[CH:23][CH:22]=2)[CH:12]2[CH2:18][CH2:17][CH2:16][CH2:15][NH:14][C:13]2=[O:19])(=[O:10])=[O:9])=[CH:4][CH:3]=1.[OH-].[Na+].O.Cl. The catalyst is O1CCCC1. The product is [Cl:1][C:2]1[CH:3]=[CH:4][C:5]([S:8]([N:11]([CH2:20][C:21]2[CH:26]=[CH:25][C:24]([C:27]3[N:31]=[C:30]([CH2:32][OH:33])[O:29][N:28]=3)=[CH:23][CH:22]=2)[CH:12]2[CH2:18][CH2:17][CH2:16][CH2:15][NH:14][C:13]2=[O:19])(=[O:9])=[O:10])=[CH:6][CH:7]=1. The yield is 0.980. (4) The reactants are C(=O)([O-])[O-].[K+].[K+].[CH2:7](I)[CH3:8].[CH3:10][C:11]1([CH3:29])[O:15][N:14]=[C:13]([S:16][CH2:17][C:18]2[C:19]([OH:28])=[N:20][N:21]([CH3:27])[C:22]=2[C:23]([F:26])([F:25])[F:24])[CH2:12]1.O. The catalyst is CN(C)C=O. The product is [CH3:10][C:11]1([CH3:29])[O:15][N:14]=[C:13]([S:16][CH2:17][C:18]2[C:19]([O:28][CH2:7][CH3:8])=[N:20][N:21]([CH3:27])[C:22]=2[C:23]([F:26])([F:25])[F:24])[CH2:12]1. The yield is 0.920. (5) The product is [I:1][C:2]1[NH:3][C:4]([C@@H:8]2[CH2:12][CH2:11][C@H:10]([CH3:13])[N:9]2[C:14]([O:16][C:17]([CH3:18])([CH3:20])[CH3:19])=[O:15])=[N:5][CH:6]=1. The yield is 0.730. The reactants are [I:1][C:2]1[N:3]=[C:4]([C@@H:8]2[CH2:12][CH2:11][C@H:10]([CH3:13])[N:9]2[C:14]([O:16][C:17]([CH3:20])([CH3:19])[CH3:18])=[O:15])[NH:5][C:6]=1I.S([O-])([O-])(=O)=S.[Na+].[Na+]. The catalyst is C(O)C.O.